From a dataset of Forward reaction prediction with 1.9M reactions from USPTO patents (1976-2016). Predict the product of the given reaction. (1) Given the reactants [CH:1]([C:3]1[CH:4]=[C:5]([NH:9][S:10]([CH3:13])(=[O:12])=[O:11])[CH:6]=[CH:7][CH:8]=1)=O.[O:14]1[C:18]2[CH:19]=[CH:20][C:21]([CH:23]3[CH2:28][C:27](=O)[CH2:26][C:25](=[O:30])[CH2:24]3)=[CH:22][C:17]=2[O:16][CH2:15]1.C([O-])(=O)C.[NH4+].[CH:36]1([O:41][C:42](=[O:47])[CH2:43][C:44](=O)[CH3:45])[CH2:40][CH2:39][CH2:38][CH2:37]1.F[B-](F)(F)F.C([N+:57]1C=CN(C)C=1)CCC, predict the reaction product. The product is: [CH:36]1([O:41][C:42]([C:43]2[CH:1]([C:3]3[CH:8]=[CH:7][CH:6]=[C:5]([NH:9][S:10]([CH3:13])(=[O:12])=[O:11])[CH:4]=3)[C:26]3[C:25](=[O:30])[CH2:24][CH:23]([C:21]4[CH:20]=[CH:19][C:18]5[O:14][CH2:15][O:16][C:17]=5[CH:22]=4)[CH2:28][C:27]=3[NH:57][C:44]=2[CH3:45])=[O:47])[CH2:40][CH2:39][CH2:38][CH2:37]1. (2) The product is: [CH3:1][O:2][C:3]([C:5]1[C:10]([Br:22])=[C:9]([OH:11])[N:8]=[C:7]([C:12]2[CH:17]=[CH:16][C:15]([Cl:18])=[C:14]([O:19][CH3:20])[C:13]=2[F:21])[N:6]=1)=[O:4]. Given the reactants [CH3:1][O:2][C:3]([C:5]1[CH:10]=[C:9]([OH:11])[N:8]=[C:7]([C:12]2[CH:17]=[CH:16][C:15]([Cl:18])=[C:14]([O:19][CH3:20])[C:13]=2[F:21])[N:6]=1)=[O:4].[Br:22]N1C(=O)CCC1=O, predict the reaction product. (3) Given the reactants C([O:5][C:6](=[O:19])[C:7]1[CH:12]=[C:11]([O:13][CH2:14][CH:15]([CH3:17])[CH3:16])[CH:10]=[C:9]([Br:18])[CH:8]=1)C(C)C.[OH-].[Na+], predict the reaction product. The product is: [Br:18][C:9]1[CH:8]=[C:7]([CH:12]=[C:11]([O:13][CH2:14][CH:15]([CH3:17])[CH3:16])[CH:10]=1)[C:6]([OH:19])=[O:5]. (4) The product is: [CH2:9]([NH:1][C:2]1[N:3]=[CH:4][NH:5][C:6]=1[C:7]#[N:8])[CH2:10][CH2:11][CH2:12][CH3:13]. Given the reactants [NH2:1][C:2]1[N:3]=[CH:4][NH:5][C:6]=1[C:7]#[N:8].[CH:9](=O)[CH2:10][CH2:11][CH2:12][CH3:13].C([BH3-])#N.[Na+], predict the reaction product. (5) Given the reactants [CH2:1]([N:8]1[CH:16]=[C:15]2[C:10]([CH:11]=[C:12]([C:17]3[CH:18]=[C:19]([CH2:27][C:28]4[CH:37]=[C:36]5[C:31]([CH2:32][CH2:33][NH:34][CH2:35]5)=[CH:30][CH:29]=4)[N:20]4[C:25]=3[C:24]([NH2:26])=[N:23][CH:22]=[N:21]4)[CH:13]=[CH:14]2)=[N:9]1)[C:2]1[CH:7]=[CH:6][CH:5]=[CH:4][CH:3]=1.Br[CH2:39][CH2:40][O:41][Si](C(C)(C)C)(C)C.C(N(CC)CC)C.[I-].[Na+], predict the reaction product. The product is: [NH2:26][C:24]1[C:25]2=[C:17]([C:12]3[CH:13]=[CH:14][C:15]4[C:10]([CH:11]=3)=[N:9][N:8]([CH2:1][C:2]3[CH:3]=[CH:4][CH:5]=[CH:6][CH:7]=3)[CH:16]=4)[CH:18]=[C:19]([CH2:27][C:28]3[CH:37]=[C:36]4[C:31]([CH2:32][CH2:33][N:34]([CH2:39][CH2:40][OH:41])[CH2:35]4)=[CH:30][CH:29]=3)[N:20]2[N:21]=[CH:22][N:23]=1. (6) Given the reactants C(O)(=O)C.C(N(CC1C=CC=CC=1)CCN)C1C=CC=CC=1.[N+:23]([CH2:26][CH2:27][CH2:28][CH2:29][CH2:30][CH2:31][CH2:32][CH2:33]CCCCCCCCCC)([O-:25])=[O:24].C=O, predict the reaction product. The product is: [N+:23]([CH2:26][CH2:27][C:28]1[CH:29]=[CH:30][CH:31]=[CH:32][CH:33]=1)([O-:25])=[O:24].